Dataset: NCI-60 drug combinations with 297,098 pairs across 59 cell lines. Task: Regression. Given two drug SMILES strings and cell line genomic features, predict the synergy score measuring deviation from expected non-interaction effect. (1) Drug 1: CN1CCC(CC1)COC2=C(C=C3C(=C2)N=CN=C3NC4=C(C=C(C=C4)Br)F)OC. Drug 2: CC(CN1CC(=O)NC(=O)C1)N2CC(=O)NC(=O)C2. Cell line: A498. Synergy scores: CSS=34.8, Synergy_ZIP=-3.92, Synergy_Bliss=2.86, Synergy_Loewe=6.32, Synergy_HSA=7.03. (2) Drug 1: C1CCN(CC1)CCOC2=CC=C(C=C2)C(=O)C3=C(SC4=C3C=CC(=C4)O)C5=CC=C(C=C5)O. Drug 2: CNC(=O)C1=CC=CC=C1SC2=CC3=C(C=C2)C(=NN3)C=CC4=CC=CC=N4. Cell line: LOX IMVI. Synergy scores: CSS=5.15, Synergy_ZIP=4.50, Synergy_Bliss=0.231, Synergy_Loewe=2.61, Synergy_HSA=2.14. (3) Drug 1: CCN(CC)CCNC(=O)C1=C(NC(=C1C)C=C2C3=C(C=CC(=C3)F)NC2=O)C. Drug 2: C1=CC(=C(C=C1I)F)NC2=C(C=CC(=C2F)F)C(=O)NOCC(CO)O. Cell line: HT29. Synergy scores: CSS=75.7, Synergy_ZIP=5.41, Synergy_Bliss=5.36, Synergy_Loewe=8.30, Synergy_HSA=14.6. (4) Drug 1: C1=CN(C(=O)N=C1N)C2C(C(C(O2)CO)O)O.Cl. Drug 2: CN1C2=C(C=C(C=C2)N(CCCl)CCCl)N=C1CCCC(=O)O.Cl. Cell line: KM12. Synergy scores: CSS=25.4, Synergy_ZIP=-2.70, Synergy_Bliss=6.89, Synergy_Loewe=-5.35, Synergy_HSA=3.05. (5) Drug 1: C1=C(C(=O)NC(=O)N1)F. Drug 2: CC1=C(N=C(N=C1N)C(CC(=O)N)NCC(C(=O)N)N)C(=O)NC(C(C2=CN=CN2)OC3C(C(C(C(O3)CO)O)O)OC4C(C(C(C(O4)CO)O)OC(=O)N)O)C(=O)NC(C)C(C(C)C(=O)NC(C(C)O)C(=O)NCCC5=NC(=CS5)C6=NC(=CS6)C(=O)NCCC[S+](C)C)O. Cell line: MALME-3M. Synergy scores: CSS=27.5, Synergy_ZIP=1.37, Synergy_Bliss=1.98, Synergy_Loewe=1.45, Synergy_HSA=1.62.